This data is from Reaction yield outcomes from USPTO patents with 853,638 reactions. The task is: Predict the reaction yield, written as a fraction of the theoretical maximum amount of product (1.0 means a 100% yield; for example, 0.34 means a 34% yield). The reactants are C(OC[C:6]1[CH:11]=[CH:10][CH:9]=[C:8]([CH2:12][CH2:13][C:14](=[O:16])[CH3:15])[C:7]=1[B:17]1[O:21]C(C)(C)[C:19](C)(C)[O:18]1)(=O)C.[OH-].[Na+].C1COCC1.Cl. The catalyst is CO. The product is [OH:21][B:17]1[C:7]2[C:8]([CH2:12][CH2:13][C:14](=[O:16])[CH3:15])=[CH:9][CH:10]=[CH:11][C:6]=2[CH2:19][O:18]1. The yield is 0.150.